From a dataset of Peptide-MHC class II binding affinity with 134,281 pairs from IEDB. Regression. Given a peptide amino acid sequence and an MHC pseudo amino acid sequence, predict their binding affinity value. This is MHC class II binding data. (1) The MHC is H-2-IEd with pseudo-sequence H-2-IEd. The binding affinity (normalized) is 0. The peptide sequence is RTTHYGSLPQKSQHGRTQDE. (2) The MHC is DRB1_1501 with pseudo-sequence DRB1_1501. The peptide sequence is VIDVKLVDANGTLHD. The binding affinity (normalized) is 0.587. (3) The binding affinity (normalized) is 0.558. The peptide sequence is ERLAVMGDTAWDFSS. The MHC is HLA-DQA10102-DQB10501 with pseudo-sequence HLA-DQA10102-DQB10501. (4) The peptide sequence is VVSRLLIPVPFDPPA. The MHC is HLA-DQA10501-DQB10301 with pseudo-sequence HLA-DQA10501-DQB10301. The binding affinity (normalized) is 0.165. (5) The binding affinity (normalized) is 0.352. The MHC is HLA-DPA10201-DPB11401 with pseudo-sequence HLA-DPA10201-DPB11401. The peptide sequence is AQIYQAVSAQAAAIH. (6) The peptide sequence is RRSIPVNEALAAAGL. The MHC is HLA-DQA10501-DQB10303 with pseudo-sequence HLA-DQA10501-DQB10303. The binding affinity (normalized) is 0.590. (7) The peptide sequence is TWYGKPTGAGPKDNG. The MHC is HLA-DQA10102-DQB10602 with pseudo-sequence HLA-DQA10102-DQB10602. The binding affinity (normalized) is 0.